This data is from Reaction yield outcomes from USPTO patents with 853,638 reactions. The task is: Predict the reaction yield, written as a fraction of the theoretical maximum amount of product (1.0 means a 100% yield; for example, 0.34 means a 34% yield). The product is [CH2:21]([O:23][C:24](=[O:32])[C:25](=[O:26])[CH2:27][C:15]([C:11]1[CH:12]=[CH:13][CH:14]=[C:9]([CH:6]([CH3:8])[CH3:7])[C:10]=1[O:19][CH3:20])([CH3:17])[CH3:16])[CH3:22]. The reactants are [Sn](Cl)(Cl)(Cl)Cl.[CH:6]([C:9]1[C:10]([O:19][CH3:20])=[C:11]([C:15](O)([CH3:17])[CH3:16])[CH:12]=[CH:13][CH:14]=1)([CH3:8])[CH3:7].[CH2:21]([O:23][C:24](=[O:32])[C:25]([O:27][Si](C)(C)C)=[CH2:26])[CH3:22].C(=O)([O-])[O-].[Na+].[Na+].Cl. The yield is 0.483. The catalyst is ClCCl.O.